Dataset: Full USPTO retrosynthesis dataset with 1.9M reactions from patents (1976-2016). Task: Predict the reactants needed to synthesize the given product. (1) Given the product [CH2:1]([C:8]1[N:9]([CH3:19])[C:10]([C@H:13]2[CH2:17][CH2:16][C@H:15]([NH:18][C:30]3[N:35]=[CH:34][N:33]=[C:32]4[NH:36][N:37]=[CH:38][C:31]=34)[CH2:14]2)=[N:11][N:12]=1)[C:2]1[CH:7]=[CH:6][CH:5]=[CH:4][CH:3]=1, predict the reactants needed to synthesize it. The reactants are: [CH2:1]([C:8]1[N:9]([CH3:19])[C:10]([C@H:13]2[CH2:17][CH2:16][C@H:15]([NH2:18])[CH2:14]2)=[N:11][N:12]=1)[C:2]1[CH:7]=[CH:6][CH:5]=[CH:4][CH:3]=1.CCN(C(C)C)C(C)C.Cl[C:30]1[N:35]=[CH:34][N:33]=[C:32]2[N:36](C3CCCCO3)[N:37]=[CH:38][C:31]=12. (2) Given the product [CH2:1]([O:8][C:9]1[CH:14]=[C:13]([C:15]2[CH:20]=[CH:19][CH:18]=[C:17]([C:21]([F:24])([F:23])[F:22])[CH:16]=2)[N:12]=[C:11]([C:29]#[N:30])[N:10]=1)[C:2]1[CH:7]=[CH:6][CH:5]=[CH:4][CH:3]=1, predict the reactants needed to synthesize it. The reactants are: [CH2:1]([O:8][C:9]1[CH:14]=[C:13]([C:15]2[CH:20]=[CH:19][CH:18]=[C:17]([C:21]([F:24])([F:23])[F:22])[CH:16]=2)[N:12]=[C:11](S(C)(=O)=O)[N:10]=1)[C:2]1[CH:7]=[CH:6][CH:5]=[CH:4][CH:3]=1.[C-:29]#[N:30].[Na+]. (3) Given the product [Cl:1][C:2]1[N:3]=[C:4]2[C:10]([C:30]3[CH:35]=[CH:34][CH:33]=[CH:32][CH:31]=3)=[C:9]([C:12]3[CH:17]=[CH:16][C:15]([C:18]4([NH2:22])[CH2:19][CH2:20][CH2:21]4)=[CH:14][CH:13]=3)[O:8][C:5]2=[N:6][CH:7]=1, predict the reactants needed to synthesize it. The reactants are: [Cl:1][C:2]1[N:3]=[C:4]2[C:10](I)=[C:9]([C:12]3[CH:17]=[CH:16][C:15]([C:18]4([NH:22]C(=O)OC(C)(C)C)[CH2:21][CH2:20][CH2:19]4)=[CH:14][CH:13]=3)[O:8][C:5]2=[N:6][CH:7]=1.[C:30]1(B(O)O)[CH:35]=[CH:34][CH:33]=[CH:32][CH:31]=1.P([O-])([O-])([O-])=O.[K+].[K+].[K+].O.